This data is from Full USPTO retrosynthesis dataset with 1.9M reactions from patents (1976-2016). The task is: Predict the reactants needed to synthesize the given product. (1) Given the product [CH3:8][C:6]1[CH:5]=[CH:4][N:3]=[C:2]([C:9]#[N:10])[N:7]=1, predict the reactants needed to synthesize it. The reactants are: Cl[C:2]1[N:7]=[C:6]([CH3:8])[CH:5]=[CH:4][N:3]=1.[C-:9]#[N:10].[Na+]. (2) Given the product [F:14][C:13]([F:16])([F:15])[CH:7]([C:5]1[O:4][N:3]=[C:2]([CH3:1])[CH:6]=1)[OH:8], predict the reactants needed to synthesize it. The reactants are: [CH3:1][C:2]1[CH:6]=[C:5]([CH:7]=[O:8])[O:4][N:3]=1.[F-].[Cs+].C[Si](C)(C)[C:13]([F:16])([F:15])[F:14].Cl.